This data is from Aqueous solubility values for 9,982 compounds from the AqSolDB database. The task is: Regression/Classification. Given a drug SMILES string, predict its absorption, distribution, metabolism, or excretion properties. Task type varies by dataset: regression for continuous measurements (e.g., permeability, clearance, half-life) or binary classification for categorical outcomes (e.g., BBB penetration, CYP inhibition). For this dataset (solubility_aqsoldb), we predict Y. (1) The compound is COc1c(O)c(OC)c(Cl)c(Cl)c1Cl. The Y is -3.41 log mol/L. (2) The compound is CC(C)OC(=O)Cl. The Y is -0.988 log mol/L. (3) The compound is CN(C)C(CSC(N)=O)CSC(N)=O. The Y is -0.0700 log mol/L. (4) The Y is -1.10 log mol/L. The compound is C/C=C(\C)C(=O)OC1C(OC(C)=O)C2(CO)C(O)CC3(C)C(=CCC4C5(C)CCC(OC6OC(C(=O)O)C(OC7OC(CO)C(O)C(O)C7O)C(O)C6OC6OC(CO)C(O)C(O)C6O)C(C)(CO)C5CCC43C)C2CC1(C)C. (5) The molecule is CC(C)c1cccc(C(C)C)c1N=C=Nc1c(C(C)C)cccc1C(C)C. The Y is -6.86 log mol/L. (6) The compound is CC(=O)c1ccc(N=C=S)cc1. The Y is -4.02 log mol/L. (7) The compound is O=C(O)Cc1cccc2ccccc12. The Y is -2.65 log mol/L. (8) The drug is COc1nc(C)nc(NC(=O)NS(=O)(=O)c2ccccc2OCCCl)n1. The Y is -4.10 log mol/L. (9) The drug is CCCCSc1cc(O)cc(O)c1. The Y is -2.52 log mol/L.